Predict the reactants needed to synthesize the given product. From a dataset of Full USPTO retrosynthesis dataset with 1.9M reactions from patents (1976-2016). (1) Given the product [Cl:1][C:2]1[CH:3]=[C:4]2[C:8](=[CH:9][CH:10]=1)[C:7](=[O:11])[N:6]([C:15]1[CH:20]=[N:19][CH:18]=[C:17]([CH:21]3[CH2:22][CH2:23][N:24]([C:27](=[O:30])[CH2:28][CH3:29])[CH2:25][CH2:26]3)[CH:16]=1)[C:5]2([CH3:13])[CH3:12], predict the reactants needed to synthesize it. The reactants are: [Cl:1][C:2]1[CH:3]=[C:4]2[C:8](=[CH:9][CH:10]=1)[C:7](=[O:11])[NH:6][C:5]2([CH3:13])[CH3:12].Br[C:15]1[CH:16]=[C:17]([CH:21]2[CH2:26][CH2:25][N:24]([C:27](=[O:30])[CH2:28][CH3:29])[CH2:23][CH2:22]2)[CH:18]=[N:19][CH:20]=1.[C@H]1(N)CCCC[C@@H]1N.C([O-])([O-])=O.[Cs+].[Cs+].C([O-])(O)=O.[Na+]. (2) Given the product [C:1]([O:5][C:6]([NH:8][NH:9][CH2:10][CH2:11][C:12]1[O:13][C:14]2[CH:20]=[CH:19][CH:18]=[CH:17][C:15]=2[CH:16]=1)=[O:7])([CH3:4])([CH3:2])[CH3:3], predict the reactants needed to synthesize it. The reactants are: [C:1]([O:5][C:6]([NH:8][N:9]=[CH:10][CH2:11][C:12]1[O:13][C:14]2[CH:20]=[CH:19][CH:18]=[CH:17][C:15]=2[CH:16]=1)=[O:7])([CH3:4])([CH3:3])[CH3:2].C([BH3-])#N.[Na+].C(O)(=O)C. (3) Given the product [CH:3]([C:4]1[CH:8]=[C:7]([C:9]([O:11][CH2:12][CH3:13])=[O:10])[N:6]([CH3:14])[N:5]=1)=[O:2], predict the reactants needed to synthesize it. The reactants are: C[O:2][CH:3](OC)[C:4]1[CH:8]=[C:7]([C:9]([O:11][CH2:12][CH3:13])=[O:10])[N:6]([CH3:14])[N:5]=1.